This data is from CYP1A2 inhibition data for predicting drug metabolism from PubChem BioAssay. The task is: Regression/Classification. Given a drug SMILES string, predict its absorption, distribution, metabolism, or excretion properties. Task type varies by dataset: regression for continuous measurements (e.g., permeability, clearance, half-life) or binary classification for categorical outcomes (e.g., BBB penetration, CYP inhibition). Dataset: cyp1a2_veith. (1) The compound is COC(=O)c1ccc(N2CCN(CC(=O)c3ccc(-c4ccccc4)cc3)CC2)c([N+](=O)[O-])c1. The result is 1 (inhibitor). (2) The compound is Cc1c(CCO)c(=O)n(C)n1C(=O)c1ccc(F)cc1. The result is 0 (non-inhibitor). (3) The molecule is CCC(C)c1ccc(Nc2ncccc2C#N)cc1. The result is 1 (inhibitor). (4) The compound is O=C(O)/C=C(/C(=O)O)[C@]12CCN3CC4=CCO[C@@H]5CC(=O)N[C@@H]1[C@H]5[C@H]4C[C@H]32. The result is 0 (non-inhibitor). (5) The drug is Cn1ccnc1. The result is 0 (non-inhibitor). (6) The compound is CC(=O)N=c1sc(S(N)(=O)=O)nn1C. The result is 0 (non-inhibitor). (7) The result is 0 (non-inhibitor). The drug is CC(C)(C)c1ccc(OCC(=O)O)c(Cl)c1. (8) The drug is Cc1ccc2nc(NC(=O)CSc3nc4c(c(=O)n3C)SC(C)C4)sc2c1. The result is 1 (inhibitor). (9) The compound is CC(=O)N1CCC[C@@]2(CCN(Cc3nccs3)C2)C1. The result is 0 (non-inhibitor). (10) The drug is Cc1nc2sc3c(c2c(=O)[nH]1)CCCC3. The result is 1 (inhibitor).